From a dataset of Reaction yield outcomes from USPTO patents with 853,638 reactions. Predict the reaction yield, written as a fraction of the theoretical maximum amount of product (1.0 means a 100% yield; for example, 0.34 means a 34% yield). The reactants are [F:1][C:2]1[CH:3]=[CH:4][C:5]([NH:24][C:25](=O)[C@@H:26]([NH:28][C:29]2[N:37]=[CH:36][N:35]=[C:34]3[C:30]=2[N:31]=[CH:32][N:33]3C2CCCCO2)[CH3:27])=[C:6]([NH:8][C@@H:9]2[CH2:14][CH2:13][CH2:12][N:11]([CH2:15][CH2:16][O:17]C(=O)C(C)(C)C)[CH2:10]2)[CH:7]=1. The catalyst is Cl. The yield is 0.270. The product is [F:1][C:2]1[CH:3]=[CH:4][C:5]2[N:24]=[C:25]([C@@H:26]([NH:28][C:29]3[N:37]=[CH:36][N:35]=[C:34]4[C:30]=3[N:31]=[CH:32][NH:33]4)[CH3:27])[N:8]([C@@H:9]3[CH2:14][CH2:13][CH2:12][N:11]([CH2:15][CH2:16][OH:17])[CH2:10]3)[C:6]=2[CH:7]=1.